This data is from Full USPTO retrosynthesis dataset with 1.9M reactions from patents (1976-2016). The task is: Predict the reactants needed to synthesize the given product. (1) Given the product [CH3:1][O:2][C:3]1[CH:8]=[CH:7][N:6]=[CH:5][C:4]=1[C:9]1[N:10]([CH3:24])[C:11]2[C:16]([CH:17]=1)=[CH:15][C:14]([C:18]#[N:19])=[CH:13][CH:12]=2, predict the reactants needed to synthesize it. The reactants are: [CH3:1][O:2][C:3]1[CH:8]=[CH:7][N:6]=[CH:5][C:4]=1[C:9]1[NH:10][C:11]2[C:16]([CH:17]=1)=[CH:15][C:14]([C:18]#[N:19])=[CH:13][CH:12]=2.[H-].[Na+].IC.[C:24]([O-])(O)=O.[Na+]. (2) Given the product [F:38][C:23]1[S:22][C:21]([C:18]2[CH:19]=[CH:20][C:15]([C:12]3[CH:11]=[CH:10][C:9]([C:6]4([C:4]([OH:5])=[O:3])[CH2:8][CH2:7]4)=[CH:14][CH:13]=3)=[CH:16][CH:17]=2)=[C:25]([NH:26][C:27]([O:29][CH:30]([C:32]2[C:36]([CH3:37])=[CH:35][S:34][CH:33]=2)[CH3:31])=[O:28])[CH:24]=1, predict the reactants needed to synthesize it. The reactants are: C([O:3][C:4]([C:6]1([C:9]2[CH:14]=[CH:13][C:12]([C:15]3[CH:20]=[CH:19][C:18]([C:21]4[S:22][C:23]([F:38])=[CH:24][C:25]=4[NH:26][C:27]([O:29][CH:30]([C:32]4[C:36]([CH3:37])=[CH:35][S:34][CH:33]=4)[CH3:31])=[O:28])=[CH:17][CH:16]=3)=[CH:11][CH:10]=2)[CH2:8][CH2:7]1)=[O:5])C.[OH-].[Na+].Cl.O.